Predict the reaction yield, written as a fraction of the theoretical maximum amount of product (1.0 means a 100% yield; for example, 0.34 means a 34% yield). From a dataset of Reaction yield outcomes from USPTO patents with 853,638 reactions. The reactants are [C:1]1([C:7]2[N:12]=[CH:11][C:10]([NH:13][C:14](=[O:19])[CH2:15][C:16]([OH:18])=O)=[CH:9][CH:8]=2)[CH:6]=[CH:5][CH:4]=[CH:3][CH:2]=1.CCN(C(C)C)C(C)C.C1C=CC2N(O)N=NC=2C=1.CCN=C=NCCCN(C)C.Cl.Cl.Cl.[F:53][C:54]([F:69])([F:68])[C:55]1[CH:60]=[CH:59][CH:58]=[CH:57][C:56]=1[NH:61][CH:62]1[CH2:67][CH2:66][NH:65][CH2:64][CH2:63]1. The catalyst is CN(C=O)C.O. The product is [O:18]=[C:16]([N:65]1[CH2:64][CH2:63][CH:62]([NH:61][C:56]2[CH:57]=[CH:58][CH:59]=[CH:60][C:55]=2[C:54]([F:53])([F:68])[F:69])[CH2:67][CH2:66]1)[CH2:15][C:14]([NH:13][C:10]1[CH:11]=[N:12][C:7]([C:1]2[CH:2]=[CH:3][CH:4]=[CH:5][CH:6]=2)=[CH:8][CH:9]=1)=[O:19]. The yield is 0.640.